Predict the reactants needed to synthesize the given product. From a dataset of Full USPTO retrosynthesis dataset with 1.9M reactions from patents (1976-2016). (1) Given the product [N:33]12[CH2:38][CH2:37][CH:36]([CH2:35][CH2:34]1)[C@@H:31]([O:30][C:29]([N:15]([CH2:2][C:3]1[CH:4]=[C:5]([CH2:9][C:10]([O:12][CH2:13][CH3:14])=[O:11])[CH:6]=[CH:7][CH:8]=1)[C:16]1[CH:21]=[CH:20][CH:19]=[CH:18][CH:17]=1)=[O:39])[CH2:32]2, predict the reactants needed to synthesize it. The reactants are: Br[CH2:2][C:3]1[CH:4]=[C:5]([CH2:9][C:10]([O:12][CH2:13][CH3:14])=[O:11])[CH:6]=[CH:7][CH:8]=1.[NH2:15][C:16]1[CH:21]=[CH:20][CH:19]=[CH:18][CH:17]=1.C(=O)([O-])[O-].[K+].[K+].Cl.[C:29](Cl)(=[O:39])[O:30][C@@H:31]1[CH:36]2[CH2:37][CH2:38][N:33]([CH2:34][CH2:35]2)[CH2:32]1. (2) Given the product [F:23][C:24]1[CH:25]=[C:26]([CH:30]=[CH:31][C:32]=1[O:33][CH2:34][CH2:35][N:36]1[CH2:41][CH2:40][CH2:39][CH2:38][CH2:37]1)[CH2:27][NH:19][C:14]1[CH:15]=[CH:16][CH:17]=[CH:18][C:13]=1[CH:8]1[CH2:7][CH2:6][C:5]2[C:10](=[CH:11][CH:12]=[C:3]([O:2][CH3:1])[CH:4]=2)[CH2:9]1, predict the reactants needed to synthesize it. The reactants are: [CH3:1][O:2][C:3]1[CH:4]=[C:5]2[C:10](=[CH:11][CH:12]=1)[CH2:9][CH:8]([C:13]1[CH:18]=[CH:17][CH:16]=[CH:15][C:14]=1[NH2:19])[CH2:7][CH2:6]2.[OH-].[Na+].Cl.[F:23][C:24]1[CH:25]=[C:26]([CH:30]=[CH:31][C:32]=1[O:33][CH2:34][CH2:35][N:36]1[CH2:41][CH2:40][CH2:39][CH2:38][CH2:37]1)[C:27](Cl)=O. (3) Given the product [C:3]([O:7][CH2:8][CH2:9][O:10][C:14]1[CH:15]=[CH:16][CH:17]=[C:12]([Br:11])[N:13]=1)([CH3:6])([CH3:5])[CH3:4], predict the reactants needed to synthesize it. The reactants are: [H-].[Na+].[C:3]([O:7][CH2:8][CH2:9][OH:10])([CH3:6])([CH3:5])[CH3:4].[Br:11][C:12]1[CH:17]=[CH:16][CH:15]=[C:14](Br)[N:13]=1. (4) Given the product [CH2:29]=[C:31]1[CH:48]2[C@:43]([CH3:50])([CH2:44][CH2:45][C:46](=[O:49])[CH2:47]2)[C@@H:42]2[C@H:33]([C@H:34]3[C@@:38]([CH2:40][CH2:41]2)([CH3:39])[C:37](=[O:51])[CH2:36][CH2:35]3)[CH2:32]1, predict the reactants needed to synthesize it. The reactants are: C1COC23OCCOC2([C@]2(CC[C@H]4[C@@H](CC(=C)C5[C@]4(C)CCCC5)[C@@H]2C3)C)O1.[C:29]([C@@H:31]1[CH:48]2[C@:43]([CH3:50])([CH2:44][CH2:45][C:46](=[O:49])[CH2:47]2)[C@@H:42]2[C@H:33]([C@H:34]3[C@@:38]([CH2:40][CH2:41]2)([CH3:39])[C:37](=[O:51])[CH2:36][CH2:35]3)[CH2:32]1)#N. (5) Given the product [F:8][C:9]1[CH:10]=[C:11]([C:19]2[CH2:20][CH2:21][CH2:22][N:23]=2)[C:12]2[O:17][CH2:16][CH2:15][O:14][C:13]=2[CH:18]=1, predict the reactants needed to synthesize it. The reactants are: C(O)(C(F)(F)F)=O.[F:8][C:9]1[CH:10]=[C:11]([C:19]2[N:23](C(OC(C)(C)C)=O)[CH2:22][CH2:21][CH:20]=2)[C:12]2[O:17][CH2:16][CH2:15][O:14][C:13]=2[CH:18]=1. (6) Given the product [Cl:1][C:2]1[N:3]=[C:4]([C:8]([Cl:13])=[O:10])[CH:5]=[N:6][CH:7]=1, predict the reactants needed to synthesize it. The reactants are: [Cl:1][C:2]1[CH:7]=[N:6][CH:5]=[C:4]([C:8]([OH:10])=O)[N:3]=1.S(Cl)([Cl:13])=O. (7) Given the product [CH2:9]([O:8][C:7]([NH:6][C@@H:5]([CH2:4][N:17]1[CH:21]=[CH:20][CH:19]=[N:18]1)[C:2]([OH:3])=[O:1])=[O:16])[C:10]1[CH:15]=[CH:14][CH:13]=[CH:12][CH:11]=1, predict the reactants needed to synthesize it. The reactants are: [O:1]=[C:2]1[C@@H:5]([NH:6][C:7](=[O:16])[O:8][CH2:9][C:10]2[CH:15]=[CH:14][CH:13]=[CH:12][CH:11]=2)[CH2:4][O:3]1.[NH:17]1[CH:21]=[CH:20][CH:19]=[N:18]1.